From a dataset of Full USPTO retrosynthesis dataset with 1.9M reactions from patents (1976-2016). Predict the reactants needed to synthesize the given product. Given the product [Cl:1][C:2]1[CH:7]=[C:6]([CH3:8])[CH:5]=[CH:4][C:3]=1[NH:9][C:10](=[O:44])[CH2:11][C@@H:12]([C:24]1[O:28][N:27]=[C:26]([C:29]2[CH:33]=[C:32]([C:34]([F:40])([F:39])[C:35]([CH3:37])([CH3:38])[CH3:36])[O:31][N:30]=2)[C:25]=1[CH:41]1[CH2:43][CH2:42]1)[CH2:13][CH2:14][CH2:15][OH:16], predict the reactants needed to synthesize it. The reactants are: [Cl:1][C:2]1[CH:7]=[C:6]([CH3:8])[CH:5]=[CH:4][C:3]=1[NH:9][C:10](=[O:44])[CH2:11][C@@H:12]([C:24]1[O:28][N:27]=[C:26]([C:29]2[CH:33]=[C:32]([C:34]([F:40])([F:39])[C:35]([CH3:38])([CH3:37])[CH3:36])[O:31][N:30]=2)[C:25]=1[CH:41]1[CH2:43][CH2:42]1)[CH2:13][CH2:14][CH2:15][O:16]CC1C=CC=CC=1.B(Br)(Br)Br.